From a dataset of Full USPTO retrosynthesis dataset with 1.9M reactions from patents (1976-2016). Predict the reactants needed to synthesize the given product. (1) Given the product [CH2:1]([O:5][C:6](=[O:19])[C:7]([S:10][C:11]1[S:12][CH:13]=[C:14]([CH2:16][CH2:17][OH:18])[N:15]=1)([CH3:9])[CH3:8])[CH3:2], predict the reactants needed to synthesize it. The reactants are: [C:1]([O:5][C:6](=[O:19])[C:7]([S:10][C:11]1[S:12][CH:13]=[C:14]([CH2:16][CH2:17][OH:18])[N:15]=1)([CH3:9])[CH3:8])(C)(C)[CH3:2].FC(F)(F)C(O)=O. (2) Given the product [CH2:7]([C:9]1[CH:10]=[CH:11][C:12]([C:15]2[C:19]([CH2:20][O:21][C:22]3[C:27]([F:28])=[CH:26][C:25]([CH2:29][CH2:30][CH2:31][OH:32])=[CH:24][C:23]=3[F:36])=[C:18]([C:37]([F:38])([F:39])[F:40])[S:17][N:16]=2)=[CH:13][CH:14]=1)[CH3:8], predict the reactants needed to synthesize it. The reactants are: [H-].[H-].[H-].[H-].[Li+].[Al+3].[CH2:7]([C:9]1[CH:14]=[CH:13][C:12]([C:15]2[C:19]([CH2:20][O:21][C:22]3[C:27]([F:28])=[CH:26][C:25]([CH2:29][CH2:30][C:31](OCC)=[O:32])=[CH:24][C:23]=3[F:36])=[C:18]([C:37]([F:40])([F:39])[F:38])[S:17][N:16]=2)=[CH:11][CH:10]=1)[CH3:8]. (3) Given the product [OH:1][CH2:2][CH2:3][CH2:4][CH2:5][CH2:6][N:7]([CH3:23])[S:8]([C:11]1[CH:12]=[CH:13][C:14]([C:17]2[CH:22]=[CH:21][CH:20]=[CH:19][CH:18]=2)=[CH:15][CH:16]=1)(=[O:10])=[O:9], predict the reactants needed to synthesize it. The reactants are: [OH:1][CH2:2][CH2:3][CH2:4][CH2:5][CH2:6][NH:7][S:8]([C:11]1[CH:16]=[CH:15][C:14]([C:17]2[CH:22]=[CH:21][CH:20]=[CH:19][CH:18]=2)=[CH:13][CH:12]=1)(=[O:10])=[O:9].[CH3:23]I.